From a dataset of Full USPTO retrosynthesis dataset with 1.9M reactions from patents (1976-2016). Predict the reactants needed to synthesize the given product. (1) Given the product [CH3:1][O:6][CH2:3][N:20]1[CH2:21][CH2:22][CH:17]([C:14]2[CH:13]=[CH:12][C:11]([O:10][CH3:9])=[CH:16][CH:15]=2)[CH2:18][CH2:19]1, predict the reactants needed to synthesize it. The reactants are: [CH2:1]=O.[C:3](=[O:6])([O-])[O-].[K+].[K+].[CH3:9][O:10][C:11]1[CH:16]=[CH:15][C:14]([CH:17]2[CH2:22][CH2:21][NH:20][CH2:19][CH2:18]2)=[CH:13][CH:12]=1. (2) Given the product [O:1]1[C:5]2([CH2:10][CH2:9][CH:8]([O:11][C:20]3[CH:25]=[CH:24][N:23]=[CH:22][CH:21]=3)[CH2:7][CH2:6]2)[O:4][CH2:3][CH2:2]1, predict the reactants needed to synthesize it. The reactants are: [O:1]1[C:5]2([CH2:10][CH2:9][CH:8]([OH:11])[CH2:7][CH2:6]2)[O:4][CH2:3][CH2:2]1.CC([O-])(C)C.[K+].Cl.Br[C:20]1[CH:25]=[CH:24][N:23]=[CH:22][CH:21]=1. (3) Given the product [P:1]([O-:5])([O-:4])([O-:3])=[O:2].[Mg+2:8].[P:1]([O-:5])([O-:4])([O-:3])=[O:2].[Mg+2:8].[Mg+2:8], predict the reactants needed to synthesize it. The reactants are: [P:1]([OH:5])([OH:4])([O-:3])=[O:2].[K+].[O-2].[Mg+2:8].